Task: Predict the reaction yield, written as a fraction of the theoretical maximum amount of product (1.0 means a 100% yield; for example, 0.34 means a 34% yield).. Dataset: Reaction yield outcomes from USPTO patents with 853,638 reactions (1) The yield is 0.700. The reactants are [O:1]=[C:2]1[O:6][N:5]=[C:4]([C:7]2[CH:12]=[CH:11][CH:10]=[CH:9][C:8]=2[C:13]2[CH:18]=[CH:17][C:16]([CH2:19][C:20]3[C:21](=[O:43])[N:22]([C@H:32]4[CH2:37][CH2:36][C@H:35]([O:38][CH2:39][C:40](=O)[CH3:41])[CH2:34][CH2:33]4)[C:23]4[N:24]([N:29]=[CH:30][N:31]=4)[C:25]=3[CH2:26][CH2:27][CH3:28])=[CH:15][CH:14]=2)[NH:3]1.Cl.[NH2:45][O:46][CH3:47].N1C=CC=CC=1.Cl. The catalyst is O.C(OCC)(=O)C. The product is [CH3:47][O:46]/[N:45]=[C:40](\[CH3:41])/[CH2:39][O:38][C@H:35]1[CH2:34][CH2:33][C@H:32]([N:22]2[C:21](=[O:43])[C:20]([CH2:19][C:16]3[CH:17]=[CH:18][C:13]([C:8]4[CH:9]=[CH:10][CH:11]=[CH:12][C:7]=4[C:4]4[NH:3][C:2](=[O:1])[O:6][N:5]=4)=[CH:14][CH:15]=3)=[C:25]([CH2:26][CH2:27][CH3:28])[N:24]3[N:29]=[CH:30][N:31]=[C:23]23)[CH2:37][CH2:36]1. (2) The catalyst is C(Cl)Cl. The reactants are Cl[C:2]([O:4][CH3:5])=[O:3].[NH:6]1[CH2:9][CH:8]([NH:10][C:11](=[O:36])[C:12]2[CH:17]=[CH:16][C:15]([S:18]([N:21]3[C:29]4[C:24](=[CH:25][CH:26]=[CH:27][CH:28]=4)[C:23]([C:30]4[CH:35]=[CH:34][CH:33]=[CH:32][CH:31]=4)=[CH:22]3)(=[O:20])=[O:19])=[CH:14][CH:13]=2)[CH2:7]1.C(N(CC)CC)C. The product is [CH3:5][O:4][C:2]([N:6]1[CH2:9][CH:8]([NH:10][C:11](=[O:36])[C:12]2[CH:17]=[CH:16][C:15]([S:18]([N:21]3[C:29]4[C:24](=[CH:25][CH:26]=[CH:27][CH:28]=4)[C:23]([C:30]4[CH:31]=[CH:32][CH:33]=[CH:34][CH:35]=4)=[CH:22]3)(=[O:19])=[O:20])=[CH:14][CH:13]=2)[CH2:7]1)=[O:3]. The yield is 0.690. (3) The reactants are [CH3:1][N:2]1[C:11]2[C:6](=[C:7]([N+:12]([O-])=O)[CH:8]=[CH:9][CH:10]=2)[C:5](=[O:15])[C:4]([CH3:16])=[CH:3]1.CN1C2C(=CC=C([N+]([O-])=O)C=2)C(=O)C(C)=C1.[H][H]. The catalyst is CO.[Pd]. The product is [NH2:12][C:7]1[CH:8]=[CH:9][CH:10]=[C:11]2[C:6]=1[C:5](=[O:15])[C:4]([CH3:16])=[CH:3][N:2]2[CH3:1]. The yield is 0.280. (4) The reactants are C([O:3][C:4]1(OCC)[CH2:9][CH2:8][N:7]([C@H:10]([C:12]2[CH:17]=[CH:16][CH:15]=[CH:14][CH:13]=2)[CH3:11])[C@H:6]([CH2:18][N:19]2[C:23](=[O:24])[C:22]3=[CH:25][CH:26]=[CH:27][CH:28]=[C:21]3[C:20]2=[O:29])[CH2:5]1)C.C(=O)([O-])[O-].[Na+].[Na+]. The catalyst is FC(F)(F)C(O)=O.O. The product is [O:3]=[C:4]1[CH2:9][CH2:8][N:7]([C@H:10]([C:12]2[CH:17]=[CH:16][CH:15]=[CH:14][CH:13]=2)[CH3:11])[C@H:6]([CH2:18][N:19]2[C:23](=[O:24])[C:22]3=[CH:25][CH:26]=[CH:27][CH:28]=[C:21]3[C:20]2=[O:29])[CH2:5]1. The yield is 0.980. (5) The reactants are [F:1][C:2]1[C:7]([CH3:8])=[C:6]([O:9]C2CCCCO2)[CH:5]=[CH:4][C:3]=1[C:16]1[CH:21]=[CH:20][N:19]([CH2:22][CH2:23][C@@:24]([CH3:39])([S:35]([CH3:38])(=[O:37])=[O:36])[C:25]([NH:27][O:28]C2CCCCO2)=[O:26])[C:18](=[O:40])[CH:17]=1.Cl.O. The catalyst is O1CCOCC1.CO. The product is [F:1][C:2]1[C:7]([CH3:8])=[C:6]([OH:9])[CH:5]=[CH:4][C:3]=1[C:16]1[CH:21]=[CH:20][N:19]([CH2:22][CH2:23][C@@:24]([CH3:39])([S:35]([CH3:38])(=[O:36])=[O:37])[C:25]([NH:27][OH:28])=[O:26])[C:18](=[O:40])[CH:17]=1. The yield is 0.0600. (6) The product is [C:16]1([CH:21]=[C:10]2[CH2:9][CH2:8][C:7]3[CH:6]=[C:5]([C:3]([O:2][CH3:1])=[O:4])[CH:14]=[CH:13][C:12]=3[C:11]2=[O:15])[CH2:20][CH2:19][CH2:18][CH:17]=1. The reactants are [CH3:1][O:2][C:3]([C:5]1[CH:14]=[CH:13][C:12]2[C:11](=[O:15])[CH2:10][CH2:9][CH2:8][C:7]=2[CH:6]=1)=[O:4].[C:16]1([CH:21]=O)[CH2:20][CH2:19][CH2:18][CH:17]=1. No catalyst specified. The yield is 0.700.